Predict which catalyst facilitates the given reaction. From a dataset of Catalyst prediction with 721,799 reactions and 888 catalyst types from USPTO. (1) Product: [NH2:20][C:19]1[C:3]([O:2][CH3:1])=[CH:4][C:5]2[CH2:11][CH2:10][N:9]([CH2:12][CH2:13][NH:14][C:15](=[O:17])[CH3:16])[CH2:8][CH2:7][C:6]=2[CH:18]=1. The catalyst class is: 19. Reactant: [CH3:1][O:2][C:3]1[C:19]([N+:20]([O-])=O)=[CH:18][C:6]2[CH2:7][CH2:8][N:9]([CH2:12][CH2:13][NH:14][C:15](=[O:17])[CH3:16])[CH2:10][CH2:11][C:5]=2[CH:4]=1. (2) Reactant: [C:1]([Si:5]([CH3:33])([CH3:32])[O:6][CH2:7][C@H:8]([CH2:19][N:20]1[CH:25]=[CH:24][C:23]([N:26]2C=NC=N2)=[N:22][C:21]1=[O:31])[C@H:9]([O:11][Si:12]([C:15]([CH3:18])([CH3:17])[CH3:16])([CH3:14])[CH3:13])[CH3:10])([CH3:4])([CH3:3])[CH3:2]. Product: [C:1]([Si:5]([CH3:32])([CH3:33])[O:6][CH2:7][C@H:8]([CH2:19][N:20]1[CH:25]=[CH:24][C:23]([NH2:26])=[N:22][C:21]1=[O:31])[C@H:9]([O:11][Si:12]([C:15]([CH3:17])([CH3:18])[CH3:16])([CH3:14])[CH3:13])[CH3:10])([CH3:2])([CH3:3])[CH3:4]. The catalyst class is: 547. (3) Reactant: ClCCl.[F:4][C:5]1[CH:10]=[CH:9][C:8]([C:11]2[C:21]([C:22]([C:24]3[N:29]=[C:28]([C:30]([O:32][CH3:33])=[O:31])[CH:27]=[CH:26][CH:25]=3)=[O:23])=[C:14]3[CH:15]=[CH:16][C:17]([O:19][CH3:20])=[CH:18][N:13]3[N:12]=2)=[CH:7][CH:6]=1.[BH4-].[Na+].[Cl-].[NH4+]. Product: [F:4][C:5]1[CH:10]=[CH:9][C:8]([C:11]2[C:21]([CH:22]([OH:23])[C:24]3[N:29]=[C:28]([C:30]([O:32][CH3:33])=[O:31])[CH:27]=[CH:26][CH:25]=3)=[C:14]3[CH:15]=[CH:16][C:17]([O:19][CH3:20])=[CH:18][N:13]3[N:12]=2)=[CH:7][CH:6]=1. The catalyst class is: 5. (4) Reactant: [CH:1]([C:3]1[CH:18]=[CH:17][C:6]([C:7]([NH:9][CH2:10][C:11]2[CH:16]=[CH:15][CH:14]=[CH:13][N:12]=2)=[O:8])=[C:5]([CH3:19])[CH:4]=1)=O.Cl.[OH:21][NH2:22]. Product: [OH:21][N:22]=[CH:1][C:3]1[CH:18]=[CH:17][C:6]([C:7]([NH:9][CH2:10][C:11]2[CH:16]=[CH:15][CH:14]=[CH:13][N:12]=2)=[O:8])=[C:5]([CH3:19])[CH:4]=1. The catalyst class is: 40. (5) Reactant: Cl[C:2]1[C:7]([C:8]#[N:9])=[C:6]([NH:10][CH2:11][CH2:12][OH:13])[N:5]=[C:4]([NH:14][CH2:15][C:16]2[CH:17]=[N:18][CH:19]=[CH:20][CH:21]=2)[N:3]=1.[C:22]1([CH:28]2[CH2:33][CH2:32][NH:31][CH2:30][CH2:29]2)[CH:27]=[CH:26][CH:25]=[CH:24][CH:23]=1.C(N(C(C)C)C(C)C)C. Product: [OH:13][CH2:12][CH2:11][NH:10][C:6]1[C:7]([C:8]#[N:9])=[C:2]([N:31]2[CH2:32][CH2:33][CH:28]([C:22]3[CH:27]=[CH:26][CH:25]=[CH:24][CH:23]=3)[CH2:29][CH2:30]2)[N:3]=[C:4]([NH:14][CH2:15][C:16]2[CH:17]=[N:18][CH:19]=[CH:20][CH:21]=2)[N:5]=1. The catalyst class is: 12. (6) Reactant: [CH3:1][NH:2][C:3]1[C:12]2[C:7](=[CH:8][CH:9]=[C:10]([C:13]3[CH:14]=[C:15]([CH:20]=[CH:21][CH:22]=3)[C:16]([O:18]C)=[O:17])[CH:11]=2)[N:6]=[C:5]([C:23]2[CH:24]=[N:25][CH:26]=[CH:27][CH:28]=2)[N:4]=1.[OH-].[Na+]. Product: [CH3:1][NH:2][C:3]1[C:12]2[C:7](=[CH:8][CH:9]=[C:10]([C:13]3[CH:14]=[C:15]([CH:20]=[CH:21][CH:22]=3)[C:16]([OH:18])=[O:17])[CH:11]=2)[N:6]=[C:5]([C:23]2[CH:24]=[N:25][CH:26]=[CH:27][CH:28]=2)[N:4]=1. The catalyst class is: 24. (7) Reactant: N1C2C(=NC=CC=2)N(O[C:11]([C:13]2[C:17]([CH3:18])=[C:16](/[CH:19]=[C:20]3\[C:21](=[O:41])[NH:22][C:23]4[C:28]\3=[CH:27][C:26]([S:29]([CH2:32][C:33]3[C:38]([Cl:39])=[CH:37][CH:36]=[CH:35][C:34]=3[Cl:40])(=[O:31])=[O:30])=[CH:25][CH:24]=4)[NH:15][C:14]=2[CH3:42])=[O:12])N=1.Cl.[F:44][CH2:45][CH2:46][NH2:47]. Product: [F:44][CH2:45][CH2:46][NH:47][C:11]([C:13]1[C:17]([CH3:18])=[C:16](/[CH:19]=[C:20]2\[C:21](=[O:41])[NH:22][C:23]3[C:28]\2=[CH:27][C:26]([S:29]([CH2:32][C:33]2[C:38]([Cl:39])=[CH:37][CH:36]=[CH:35][C:34]=2[Cl:40])(=[O:30])=[O:31])=[CH:25][CH:24]=3)[NH:15][C:14]=1[CH3:42])=[O:12]. The catalyst class is: 44. (8) Reactant: Cl.[F:2][C:3]1[CH:4]=[C:5]([C@:14]2([NH2:24])[C:19]3=[N:20][CH:21]=[CH:22][CH:23]=[C:18]3[O:17][CH2:16][CH2:15]2)[CH:6]=[CH:7][C:8]=1[O:9][C:10]([F:13])([F:12])[F:11].[OH:25][C:26]1[N:31]=[CH:30][C:29]([C:32](O)=[O:33])=[CH:28][CH:27]=1.C1C=CC2N(O)N=NC=2C=1.CCN=C=NCCCN(C)C. Product: [F:2][C:3]1[CH:4]=[C:5]([C@:14]2([NH:24][C:32]([C:29]3[CH:28]=[CH:27][C:26](=[O:25])[NH:31][CH:30]=3)=[O:33])[C:19]3=[N:20][CH:21]=[CH:22][CH:23]=[C:18]3[O:17][CH2:16][CH2:15]2)[CH:6]=[CH:7][C:8]=1[O:9][C:10]([F:13])([F:11])[F:12]. The catalyst class is: 31. (9) Reactant: CON(C)[C:4]([C:6]1[C:7]2[C:29]([CH3:30])=[N:28][N:27]([CH:31]3[CH2:36][CH2:35][CH2:34][CH2:33][O:32]3)[C:8]=2[N:9]=[C:10]([C:12]2[CH:17]=[CH:16][C:15]([O:18][CH2:19][C:20]3[CH:25]=[CH:24][CH:23]=[CH:22][CH:21]=3)=[CH:14][C:13]=2[F:26])[CH:11]=1)=[O:5].C[Mg]Br.[Cl-].[NH4+]. Product: [CH2:19]([O:18][C:15]1[CH:16]=[CH:17][C:12]([C:10]2[N:9]=[C:8]3[N:27]([CH:31]4[CH2:36][CH2:35][CH2:34][CH2:33][O:32]4)[N:28]=[C:29]([CH3:30])[C:7]3=[C:6]([CH:4]=[O:5])[CH:11]=2)=[C:13]([F:26])[CH:14]=1)[C:20]1[CH:25]=[CH:24][CH:23]=[CH:22][CH:21]=1. The catalyst class is: 1.